From a dataset of Reaction yield outcomes from USPTO patents with 853,638 reactions. Predict the reaction yield, written as a fraction of the theoretical maximum amount of product (1.0 means a 100% yield; for example, 0.34 means a 34% yield). (1) The reactants are [C:1]([O:5][C:6]([NH:8][C@@H:9]([CH2:28][CH:29]([CH3:31])[CH3:30])[CH2:10][O:11][C:12]1[CH:17]=[CH:16][C:15]([C:18]2[C:23]([C:24](O)=[O:25])=[CH:22][N:21]=[CH:20][CH:19]=2)=[C:14]([F:27])[CH:13]=1)=[O:7])([CH3:4])([CH3:3])[CH3:2].C(Cl)CCl.C1C=CC2N(O)N=[N:42]C=2C=1.[Cl-].[NH4+].C(N(C(C)C)CC)(C)C. The yield is 0.570. The product is [C:24]([C:23]1[CH:22]=[N:21][CH:20]=[CH:19][C:18]=1[C:15]1[CH:16]=[CH:17][C:12]([O:11][CH2:10][C@@H:9]([NH:8][C:6](=[O:7])[O:5][C:1]([CH3:2])([CH3:4])[CH3:3])[CH2:28][CH:29]([CH3:31])[CH3:30])=[CH:13][C:14]=1[F:27])(=[O:25])[NH2:42]. The catalyst is CN(C=O)C. (2) The reactants are [Si:1]([O:8][C:9]1[CH:16]=[CH:15][C:12]([CH:13]=[O:14])=[C:11]([Cl:17])[CH:10]=1)([C:4]([CH3:7])([CH3:6])[CH3:5])([CH3:3])[CH3:2].[BH4-].[Na+]. The catalyst is CO. The product is [Si:1]([O:8][C:9]1[CH:16]=[CH:15][C:12]([CH2:13][OH:14])=[C:11]([Cl:17])[CH:10]=1)([C:4]([CH3:7])([CH3:6])[CH3:5])([CH3:3])[CH3:2]. The yield is 0.950. (3) The reactants are [N:1]1[CH:6]=[C:5]([CH2:7][C:8]2[C:9](=[O:15])[NH:10][C:11](=[S:14])[NH:12][CH:13]=2)[CH:4]=[N:3][CH:2]=1.CCN(C(C)C)C(C)C.[Cl:25][C:26]1[CH:42]=[CH:41][C:29]([O:30][C:31]2[CH:38]=[CH:37][C:36]([CH2:39]Cl)=[CH:35][C:32]=2[C:33]#[N:34])=[CH:28][C:27]=1[C:43]([F:46])([F:45])[F:44]. The catalyst is C(Cl)Cl. The product is [Cl:25][C:26]1[CH:42]=[CH:41][C:29]([O:30][C:31]2[CH:38]=[CH:37][C:36]([CH2:39][S:14][C:11]3[NH:12][CH:13]=[C:8]([CH2:7][C:5]4[CH:6]=[N:1][CH:2]=[N:3][CH:4]=4)[C:9](=[O:15])[N:10]=3)=[CH:35][C:32]=2[C:33]#[N:34])=[CH:28][C:27]=1[C:43]([F:44])([F:45])[F:46]. The yield is 0.431. (4) The reactants are Cl.[C:2]([O:6][CH2:7][C@@H:8]([C:10]([O:12][CH3:13])=[O:11])[NH2:9])([CH3:5])([CH3:4])[CH3:3].C(O)(=O)C.[CH:18](=O)[C:19]1[CH:24]=[CH:23][CH:22]=[CH:21][CH:20]=1.C([BH3-])#N.[Na+]. The catalyst is CO. The product is [CH2:18]([NH:9][C@H:8]([C:10]([O:12][CH3:13])=[O:11])[CH2:7][O:6][C:2]([CH3:5])([CH3:4])[CH3:3])[C:19]1[CH:24]=[CH:23][CH:22]=[CH:21][CH:20]=1. The yield is 0.520. (5) The reactants are [CH:1]1([C@@H:7]([NH:9][C:10]([C:12]2[C:21]3[C:16](=[CH:17][CH:18]=[C:19]([F:22])[CH:20]=3)[N:15]=[C:14]([C:23]3[S:24][CH:25]=[CH:26][CH:27]=3)[C:13]=2[CH2:28][N:29]2[CH2:34][CH2:33][NH:32][C:31](=[O:35])[CH2:30]2)=[O:11])[CH3:8])[CH2:6][CH2:5][CH2:4][CH2:3][CH2:2]1.C1([C@@H](NC(C2C3C(=CC=CC=3)N=C(C3SC=CC=3)C=2CN2CCN([CH2:69][C:70]([OH:72])=[O:71])C(=O)C2)=O)C)CCCCC1.[H-].[Na+].C(OC(=O)CBr)C. The catalyst is CN(C=O)C. The product is [CH:1]1([C@@H:7]([NH:9][C:10]([C:12]2[C:21]3[C:16](=[CH:17][CH:18]=[C:19]([F:22])[CH:20]=3)[N:15]=[C:14]([C:23]3[S:24][CH:25]=[CH:26][CH:27]=3)[C:13]=2[CH2:28][N:29]2[CH2:34][CH2:33][N:32]([CH2:69][C:70]([OH:72])=[O:71])[C:31](=[O:35])[CH2:30]2)=[O:11])[CH3:8])[CH2:6][CH2:5][CH2:4][CH2:3][CH2:2]1. The yield is 0.900. (6) The reactants are [NH2:1][C:2]1[CH:3]=[CH:4][C:5]([F:19])=[C:6]([C@:8]2([CH3:18])[CH2:14][C:13]([CH3:16])([CH3:15])[O:12][CH2:11][C:10](=[S:17])[NH:9]2)[CH:7]=1.[F:20][C:21]([F:27])([F:26])[CH2:22][C:23](O)=[O:24]. No catalyst specified. The product is [F:20][C:21]([F:27])([F:26])[CH2:22][C:23]([NH:1][C:2]1[CH:3]=[CH:4][C:5]([F:19])=[C:6]([C@:8]2([CH3:18])[CH2:14][C:13]([CH3:16])([CH3:15])[O:12][CH2:11][C:10](=[S:17])[NH:9]2)[CH:7]=1)=[O:24]. The yield is 0.460.